This data is from Reaction yield outcomes from USPTO patents with 853,638 reactions. The task is: Predict the reaction yield, written as a fraction of the theoretical maximum amount of product (1.0 means a 100% yield; for example, 0.34 means a 34% yield). (1) The reactants are [CH:1]1([C:4]([NH:6][C:7]2[N:8]=[C:9]3[CH:14]=[CH:13][C:12]([O:15][C:16]4[CH:17]=[C:18]([CH:22]=[CH:23][CH:24]=4)[C:19](O)=[O:20])=[N:11][N:10]3[CH:25]=2)=[O:5])[CH2:3][CH2:2]1.C(Cl)(=O)C(Cl)=O.O1CCCC1.[F:37][C:38]([F:47])([F:46])[C:39]1[CH:40]=[C:41]([CH:43]=[CH:44][CH:45]=1)[NH2:42]. The catalyst is CN(C)C=O.CN1CCCC1=O. The product is [CH:1]1([C:4]([NH:6][C:7]2[N:8]=[C:9]3[CH:14]=[CH:13][C:12]([O:15][C:16]4[CH:17]=[C:18]([CH:22]=[CH:23][CH:24]=4)[C:19]([NH:42][C:41]4[CH:43]=[CH:44][CH:45]=[C:39]([C:38]([F:37])([F:46])[F:47])[CH:40]=4)=[O:20])=[N:11][N:10]3[CH:25]=2)=[O:5])[CH2:3][CH2:2]1. The yield is 0.0890. (2) The reactants are [CH3:1][C:2]1[CH:10]=[C:6]([C:7]([OH:9])=O)[C:5]([OH:11])=[CH:4][CH:3]=1.[CH3:12][O:13][C:14]1[CH:20]=[CH:19][C:17]([NH2:18])=[CH:16][C:15]=1[C:21]([F:24])([F:23])[F:22]. No catalyst specified. The product is [OH:11][C:5]1[CH:4]=[CH:3][C:2]([CH3:1])=[CH:10][C:6]=1[C:7]([NH:18][C:17]1[CH:19]=[CH:20][C:14]([O:13][CH3:12])=[C:15]([C:21]([F:22])([F:23])[F:24])[CH:16]=1)=[O:9]. The yield is 0.651. (3) The reactants are Br[C:2]1[S:3][CH:4]=[CH:5][C:6]=1[Br:7].[CH3:8][O:9][C:10]1[CH:15]=[CH:14][C:13](B(O)O)=[CH:12][CH:11]=1.CCCCCC. The catalyst is CCCCCC.C(OCC)(=O)C. The product is [Br:7][C:6]1[CH:5]=[CH:4][S:3][C:2]=1[C:13]1[CH:14]=[CH:15][C:10]([O:9][CH3:8])=[CH:11][CH:12]=1. The yield is 0.700.